This data is from Reaction yield outcomes from USPTO patents with 853,638 reactions. The task is: Predict the reaction yield, written as a fraction of the theoretical maximum amount of product (1.0 means a 100% yield; for example, 0.34 means a 34% yield). (1) The reactants are Cl[C:2]1[C:7]2[N:8]=[C:9]([NH:12][C:13]3[CH:18]=[CH:17][C:16]([C:19]4[CH:20]=[N:21][N:22]([CH3:24])[CH:23]=4)=[CH:15][C:14]=3[O:25][CH3:26])[N:10]=[CH:11][C:6]=2[CH:5]=[CH:4][N:3]=1.[CH3:27][C:28]([S:31]([NH2:33])=[O:32])([CH3:30])[CH3:29].C(=O)([O-])[O-].[Cs+].[Cs+].CC1(C)C2C(=C(P(C3C=CC=CC=3)C3C=CC=CC=3)C=CC=2)OC2C(P(C3C=CC=CC=3)C3C=CC=CC=3)=CC=CC1=2. The catalyst is O1CCOCC1.C([O-])(=O)C.[Pd+2].C([O-])(=O)C. The product is [CH3:26][O:25][C:14]1[CH:15]=[C:16]([C:19]2[CH:20]=[N:21][N:22]([CH3:24])[CH:23]=2)[CH:17]=[CH:18][C:13]=1[NH:12][C:9]1[N:10]=[CH:11][C:6]2[CH:5]=[CH:4][N:3]=[C:2]([NH:33][S:31]([C:28]([CH3:30])([CH3:29])[CH3:27])=[O:32])[C:7]=2[N:8]=1. The yield is 0.420. (2) The reactants are [F:1][C:2]1[CH:17]=[C:16]([CH:18]=O)[CH:15]=[CH:14][C:3]=1[O:4][C:5]1[CH:6]=[CH:7][C:8]([C:11]([NH2:13])=[O:12])=[N:9][CH:10]=1.[CH3:20][C:21]([CH3:26])([CH3:25])[CH2:22][CH2:23][NH2:24].[BH4-].[Na+]. The catalyst is CO. The product is [CH3:20][C:21]([CH3:26])([CH3:25])[CH2:22][CH2:23][NH:24][CH2:18][C:16]1[CH:15]=[CH:14][C:3]([O:4][C:5]2[CH:6]=[CH:7][C:8]([C:11]([NH2:13])=[O:12])=[N:9][CH:10]=2)=[C:2]([F:1])[CH:17]=1. The yield is 0.630. (3) The reactants are [I:1][C:2]1[CH:3]=[C:4]2[C:9](=[CH:10][CH:11]=1)[N:8]=[CH:7][NH:6][C:5]2=O.P(Cl)(Cl)(Cl)=O.C(N(CC)CC)C.[CH2:25]([NH2:32])[C:26]1[CH:31]=[CH:30][CH:29]=[CH:28][CH:27]=1. The catalyst is C(C(C)=O)C(C)C.C1(C)C=CC=CC=1. The product is [I:1][C:2]1[CH:3]=[C:4]2[C:9](=[CH:10][CH:11]=1)[N:8]=[CH:7][N:6]=[C:5]2[NH:32][CH2:25][C:26]1[CH:31]=[CH:30][CH:29]=[CH:28][CH:27]=1. The yield is 0.840. (4) The product is [C:3]([C:7]1[CH:25]=[CH:24][C:10]([C:11]([N:13]([C:14]2[CH:15]=[C:16]([S:20]([OH:23])(=[O:22])=[O:21])[CH:17]=[CH:18][CH:19]=2)[CH3:27])=[O:12])=[CH:9][CH:8]=1)([CH3:6])([CH3:4])[CH3:5]. The catalyst is C1COCC1. The reactants are [H-].[Na+].[C:3]([C:7]1[CH:25]=[CH:24][C:10]([C:11]([NH:13][C:14]2[CH:15]=[C:16]([S:20]([OH:23])(=[O:22])=[O:21])[CH:17]=[CH:18][CH:19]=2)=[O:12])=[CH:9][CH:8]=1)([CH3:6])([CH3:5])[CH3:4].I[CH3:27].Cl. The yield is 0.230.